Dataset: Catalyst prediction with 721,799 reactions and 888 catalyst types from USPTO. Task: Predict which catalyst facilitates the given reaction. (1) Reactant: C(OC([NH:8][C@H:9]1[CH2:14][CH2:13][C@H:12]([N:15]([CH2:28][CH3:29])[C:16]2[C:17]([CH3:27])=[C:18]([CH:23]=[C:24]([Cl:26])[CH:25]=2)[C:19]([O:21][CH3:22])=[O:20])[CH2:11][CH2:10]1)=O)(C)(C)C.C(O)(C(F)(F)F)=O.C(=O)(O)[O-].[Na+]. Product: [NH2:8][C@H:9]1[CH2:14][CH2:13][C@H:12]([N:15]([CH2:28][CH3:29])[C:16]2[C:17]([CH3:27])=[C:18]([CH:23]=[C:24]([Cl:26])[CH:25]=2)[C:19]([O:21][CH3:22])=[O:20])[CH2:11][CH2:10]1. The catalyst class is: 2. (2) Reactant: [NH2:1][C:2]1[C:11]([CH3:12])=[CH:10][CH:9]=[CH:8][C:3]=1[C:4]([O:6][CH3:7])=[O:5].[BrH:13].OO.OS([O-])=O.[Na+].C([O-])([O-])=O.[Na+].[Na+]. Product: [NH2:1][C:2]1[C:11]([CH3:12])=[CH:10][C:9]([Br:13])=[CH:8][C:3]=1[C:4]([O:6][CH3:7])=[O:5]. The catalyst class is: 6. (3) The catalyst class is: 3. Reactant: [F:1][C:2]1[CH:7]=[N:6][C:5]([C:8]2[CH:12]=[C:11]([C:13](OCC)=[O:14])[N:10]([CH3:18])[N:9]=2)=[C:4]2[NH:19][CH:20]=[C:21]([C:22](=[O:42])[C:23](=[O:41])[N:24]3[CH2:29][CH2:28][N:27]([C:30]4[N:34]([C:35]5[CH:40]=[CH:39][CH:38]=[CH:37][CH:36]=5)[N:33]=[N:32][N:31]=4)[CH2:26][CH2:25]3)[C:3]=12.[CH2:43]([CH2:45][NH2:46])[OH:44]. Product: [F:1][C:2]1[CH:7]=[N:6][C:5]([C:8]2[CH:12]=[C:11]([C:13]([NH:46][CH2:45][CH2:43][OH:44])=[O:14])[N:10]([CH3:18])[N:9]=2)=[C:4]2[NH:19][CH:20]=[C:21]([C:22](=[O:42])[C:23](=[O:41])[N:24]3[CH2:25][CH2:26][N:27]([C:30]4[N:34]([C:35]5[CH:36]=[CH:37][CH:38]=[CH:39][CH:40]=5)[N:33]=[N:32][N:31]=4)[CH2:28][CH2:29]3)[C:3]=12. (4) Reactant: [CH:1]1([O:5][C:6]([NH:8][C@@H:9]2[C:23](=[O:24])[N:22]3[CH2:25][C@H:26]([O:28][C:29]4[C:30]5[S:44][CH:43]=[CH:42][C:31]=5[N:32]=[C:33]([C:35]5[N:39]([CH3:40])[N:38]=[C:37]([CH3:41])[CH:36]=5)[N:34]=4)[CH2:27][C@H:21]3[C:20](=[O:45])[NH:19][C@:18]3([C:47]([O:49]C)=[O:48])[CH2:46][C@H:17]3[CH:16]=[CH:15][CH2:14][CH2:13][CH2:12][CH2:11][CH2:10]2)=[O:7])[CH2:4][CH2:3][CH2:2]1.O1CCCC1.[OH-].[Li+]. Product: [CH:1]1([O:5][C:6]([NH:8][C@@H:9]2[C:23](=[O:24])[N:22]3[CH2:25][C@H:26]([O:28][C:29]4[C:30]5[S:44][CH:43]=[CH:42][C:31]=5[N:32]=[C:33]([C:35]5[N:39]([CH3:40])[N:38]=[C:37]([CH3:41])[CH:36]=5)[N:34]=4)[CH2:27][C@H:21]3[C:20](=[O:45])[NH:19][C@:18]3([C:47]([OH:49])=[O:48])[CH2:46][C@H:17]3[CH:16]=[CH:15][CH2:14][CH2:13][CH2:12][CH2:11][CH2:10]2)=[O:7])[CH2:4][CH2:3][CH2:2]1. The catalyst class is: 5. (5) Reactant: [Br:1][C:2]1[CH:7]=[CH:6][C:5]([OH:8])=[CH:4][N:3]=1.[H-].[Na+].[CH2:11](Br)[C:12]1[CH:17]=[CH:16][CH:15]=[CH:14][CH:13]=1. Product: [CH2:11]([O:8][C:5]1[CH:6]=[CH:7][C:2]([Br:1])=[N:3][CH:4]=1)[C:12]1[CH:17]=[CH:16][CH:15]=[CH:14][CH:13]=1. The catalyst class is: 18. (6) Reactant: C(OC(=O)[NH:10][CH:11]([C:24](=[O:44])[N:25]([CH2:34][C:35]1[C:40]2[N:41]=[CH:42][S:43][C:39]=2[CH:38]=[CH:37][CH:36]=1)[CH2:26][CH:27]([O:31][CH2:32][CH3:33])[O:28][CH2:29][CH3:30])[CH2:12][C:13]1[CH:18]=[CH:17][C:16]([O:19][C:20]([CH3:23])([CH3:22])[CH3:21])=[CH:15][CH:14]=1)C1C=CC=CC=1. Product: [NH2:10][CH:11]([CH2:12][C:13]1[CH:14]=[CH:15][C:16]([O:19][C:20]([CH3:22])([CH3:21])[CH3:23])=[CH:17][CH:18]=1)[C:24]([N:25]([CH2:34][C:35]1[C:40]2[N:41]=[CH:42][S:43][C:39]=2[CH:38]=[CH:37][CH:36]=1)[CH2:26][CH:27]([O:31][CH2:32][CH3:33])[O:28][CH2:29][CH3:30])=[O:44]. The catalyst class is: 19.